From a dataset of Catalyst prediction with 721,799 reactions and 888 catalyst types from USPTO. Predict which catalyst facilitates the given reaction. (1) Reactant: CO[C:3](=[O:18])[C:4]1[CH:9]=[CH:8][CH:7]=[CH:6][C:5]=1[CH2:10][CH2:11][C:12]1[CH:17]=[CH:16][N:15]=[CH:14][CH:13]=1.[Cl:19][C:20]1[CH:26]=[CH:25][C:23]([NH2:24])=[CH:22][CH:21]=1.C[Al](C)C.C(=O)(O)[O-].[Na+]. Product: [Cl:19][C:20]1[CH:26]=[CH:25][C:23]([NH:24][C:3](=[O:18])[C:4]2[CH:9]=[CH:8][CH:7]=[CH:6][C:5]=2[CH2:10][CH2:11][C:12]2[CH:13]=[CH:14][N:15]=[CH:16][CH:17]=2)=[CH:22][CH:21]=1. The catalyst class is: 11. (2) Reactant: [S:1](=[O:38])(=[O:37])([O:3][C:4]1[CH:9]=[CH:8][C:7]([C:10]2[O:11][C:12]([C@H:15]([NH:26][C:27]3[CH:32]=[CH:31][C:30]([C:33]#[N:34])=[C:29]([Cl:35])[C:28]=3[CH3:36])[C@@H:16]([O:18][Si](C(C)(C)C)(C)C)[CH3:17])=[N:13][N:14]=2)=[CH:6][CH:5]=1)[NH2:2].CCCC[N+](CCCC)(CCCC)CCCC.[F-]. Product: [S:1](=[O:38])(=[O:37])([O:3][C:4]1[CH:5]=[CH:6][C:7]([C:10]2[O:11][C:12]([C@H:15]([NH:26][C:27]3[CH:32]=[CH:31][C:30]([C:33]#[N:34])=[C:29]([Cl:35])[C:28]=3[CH3:36])[C@@H:16]([OH:18])[CH3:17])=[N:13][N:14]=2)=[CH:8][CH:9]=1)[NH2:2]. The catalyst class is: 1. (3) Reactant: [NH2:1][C:2]12[C:20](=[O:21])[C:19]3[C:14](=[CH:15][CH:16]=[CH:17][CH:18]=3)[C:3]1([OH:22])[O:4][C:5]1[CH:10]=[C:9]([CH:11]([CH3:13])[CH3:12])[CH:8]=[CH:7][C:6]=12.C(N([CH2:28][CH3:29])CC)C.[C:30](Cl)(=[O:35])[CH2:31][CH2:32][CH2:33][CH3:34]. Product: [C:30]([O:4][C:5]1[CH:10]=[C:9]([CH:11]([CH3:13])[CH3:12])[CH:8]=[CH:7][C:6]=1[C:2]1([NH:1][C:3](=[O:4])[CH2:2][CH2:6][CH2:28][CH3:29])[C:20](=[O:21])[C:19]2[C:14](=[CH:15][CH:16]=[CH:17][CH:18]=2)[C:3]1=[O:22])(=[O:35])[CH2:31][CH2:32][CH2:33][CH3:34]. The catalyst class is: 4. (4) Reactant: [CH2:1]([NH:8][C:9]1[CH:10]=[CH:11][C:12]([F:21])=[C:13]([CH:20]=1)[C:14]([NH:16][CH:17]([CH3:19])[CH3:18])=[O:15])[C:2]1[CH:7]=[CH:6][CH:5]=[CH:4][CH:3]=1.C(N(C(C)C)CC)(C)C.[O:31]=[C:32]1[NH:37][C:36]2[CH:38]=[C:39]([S:42](Cl)(=[O:44])=[O:43])[CH:40]=[CH:41][C:35]=2[O:34][CH2:33]1. Product: [CH2:1]([N:8]([S:42]([C:39]1[CH:40]=[CH:41][C:35]2[O:34][CH2:33][C:32](=[O:31])[NH:37][C:36]=2[CH:38]=1)(=[O:44])=[O:43])[C:9]1[CH:10]=[CH:11][C:12]([F:21])=[C:13]([CH:20]=1)[C:14]([NH:16][CH:17]([CH3:18])[CH3:19])=[O:15])[C:2]1[CH:3]=[CH:4][CH:5]=[CH:6][CH:7]=1. The catalyst class is: 6. (5) Reactant: [C:1]([CH2:4][N:5]1[CH2:10][CH2:9][N:8]([C:11]([O:13][C:14]([CH3:17])([CH3:16])[CH3:15])=[O:12])[CH2:7][CH2:6]1)([OH:3])=O.N1(OC(N(C)C)=[N+](C)C)C2C=CC=CC=2N=N1.F[B-](F)(F)F.C(N(CC)C(C)C)(C)C.Cl.Cl.[C:51]([C:55]1[CH:56]=[C:57]([NH:83][S:84]([CH3:87])(=[O:86])=[O:85])[C:58]([O:81][CH3:82])=[C:59]([NH:61][C:62]([C:64]2[N:65]([CH3:80])[C:66]3[C:71]([CH:72]=2)=[CH:70][CH:69]=[CH:68][C:67]=3[CH2:73][N:74]2[CH2:79][CH2:78][NH:77][CH2:76][CH2:75]2)=[O:63])[CH:60]=1)([CH3:54])([CH3:53])[CH3:52]. Product: [C:51]([C:55]1[CH:56]=[C:57]([NH:83][S:84]([CH3:87])(=[O:86])=[O:85])[C:58]([O:81][CH3:82])=[C:59]([NH:61][C:62]([C:64]2[N:65]([CH3:80])[C:66]3[C:71]([CH:72]=2)=[CH:70][CH:69]=[CH:68][C:67]=3[CH2:73][N:74]2[CH2:75][CH2:76][N:77]([C:1](=[O:3])[CH2:4][N:5]3[CH2:10][CH2:9][N:8]([C:11]([O:13][C:14]([CH3:17])([CH3:16])[CH3:15])=[O:12])[CH2:7][CH2:6]3)[CH2:78][CH2:79]2)=[O:63])[CH:60]=1)([CH3:54])([CH3:52])[CH3:53]. The catalyst class is: 288. (6) Reactant: CCN(C(C)C)C(C)C.[F:10][C:11]1[CH:16]=[CH:15][CH:14]=[CH:13][C:12]=1[C:17]1[CH:22]=[CH:21][C:20]([C:23]([OH:25])=O)=[CH:19][CH:18]=1.C1C=CC2N(O)N=NC=2C=1.CCN=C=NCCCN(C)C.Cl.[NH2:48][CH2:49][C:50]([N:52]1[CH2:57][CH2:56][N:55]([C:58](=[O:69])[C:59]2[CH:64]=[CH:63][CH:62]=[CH:61][C:60]=2[C:65]([F:68])([F:67])[F:66])[CH2:54][CH2:53]1)=[O:51]. Product: [O:51]=[C:50]([N:52]1[CH2:53][CH2:54][N:55]([C:58](=[O:69])[C:59]2[CH:64]=[CH:63][CH:62]=[CH:61][C:60]=2[C:65]([F:68])([F:67])[F:66])[CH2:56][CH2:57]1)[CH2:49][NH:48][C:23]([C:20]1[CH:19]=[CH:18][C:17]([C:12]2[CH:13]=[CH:14][CH:15]=[CH:16][C:11]=2[F:10])=[CH:22][CH:21]=1)=[O:25]. The catalyst class is: 18.